This data is from Full USPTO retrosynthesis dataset with 1.9M reactions from patents (1976-2016). The task is: Predict the reactants needed to synthesize the given product. (1) Given the product [Cl:1][C:2]1[CH:7]=[CH:6][CH:5]=[CH:4][C:3]=1[S:8]([C@H:11]1[CH2:15][N:14]([C:34]([C:31]2([N:28]3[CH2:29][CH2:30][O:25][CH2:26][CH2:27]3)[CH2:33][CH2:32]2)=[O:35])[C@H:13]([C:16]([NH:18][C:19]2([C:22]#[N:23])[CH2:21][CH2:20]2)=[O:17])[CH2:12]1)(=[O:10])=[O:9], predict the reactants needed to synthesize it. The reactants are: [Cl:1][C:2]1[CH:7]=[CH:6][CH:5]=[CH:4][C:3]=1[S:8]([C@H:11]1[CH2:15][NH:14][C@H:13]([C:16]([NH:18][C:19]2([C:22]#[N:23])[CH2:21][CH2:20]2)=[O:17])[CH2:12]1)(=[O:10])=[O:9].[Na+].[O:25]1[CH2:30][CH2:29][N:28]([C:31]2([C:34]([O-])=[O:35])[CH2:33][CH2:32]2)[CH2:27][CH2:26]1. (2) The reactants are: [Cl:1][C:2]1[CH:3]=[C:4]([C@:8]([C@@H:16]2[CH2:21][CH2:20][CH2:19][N:18]([C:22]([NH:24][C@@H:25]([CH2:28][CH:29]3[CH2:34][CH2:33][CH2:32][CH2:31][CH2:30]3)[CH2:26][OH:27])=[O:23])[CH2:17]2)([OH:15])[CH2:9][CH2:10][CH2:11][CH2:12][O:13][CH3:14])[CH:5]=[CH:6][CH:7]=1.[Si:35](OC[C@@H](NC(=O)OC1C=CC([N+]([O-])=O)=CC=1)CC1CCCCC1)([C:38]([CH3:41])([CH3:40])[CH3:39])([CH3:37])[CH3:36].ClC1C=C([C@]([C@@H]2CCCNC2)(O)CCCCOC)C=CC=1. Given the product [Si:35]([O:27][CH2:26][C@@H:25]([NH:24][C:22]([N:18]1[CH2:19][CH2:20][CH2:21][C@@H:16]([C@@:8]([C:4]2[CH:5]=[CH:6][CH:7]=[C:2]([Cl:1])[CH:3]=2)([OH:15])[CH2:9][CH2:10][CH2:11][CH2:12][O:13][CH3:14])[CH2:17]1)=[O:23])[CH2:28][CH:29]1[CH2:34][CH2:33][CH2:32][CH2:31][CH2:30]1)([C:38]([CH3:41])([CH3:40])[CH3:39])([CH3:37])[CH3:36], predict the reactants needed to synthesize it. (3) The reactants are: [F:1][C:2]1[CH:10]=[C:9]2[C:5]([CH:6]=[CH:7][N:8]2S(C2C=CC(C)=CC=2)(=O)=O)=[C:4]([C:21]2[N:22]=[C:23]([N:42]3[CH2:47][CH2:46][O:45][CH2:44][CH2:43]3)[C:24]3[S:29][C:28]([CH2:30]OS(C4C=CC(C)=CC=4)(=O)=O)=[CH:27][C:25]=3[N:26]=2)[CH:3]=1.C(=O)([O-])[O-].[K+].[K+].[CH3:54][C@H:55]1[CH2:60][NH:59][CH2:58][C@@H:57]([CH3:61])[NH:56]1.[OH-].[Na+].[Cl-].[NH4+]. Given the product [CH3:54][C@H:55]1[NH:56][C@@H:57]([CH3:61])[CH2:58][N:59]([CH2:30][C:28]2[S:29][C:24]3[C:23]([N:42]4[CH2:43][CH2:44][O:45][CH2:46][CH2:47]4)=[N:22][C:21]([C:4]4[CH:3]=[C:2]([F:1])[CH:10]=[C:9]5[C:5]=4[CH:6]=[CH:7][NH:8]5)=[N:26][C:25]=3[CH:27]=2)[CH2:60]1, predict the reactants needed to synthesize it. (4) Given the product [Cl:3][C:4]1[C:10]([C:11]([F:12])([F:13])[F:14])=[CH:9][C:8]([I:1])=[C:6]([CH:5]=1)[NH2:7], predict the reactants needed to synthesize it. The reactants are: [I:1]Cl.[Cl:3][C:4]1[CH:5]=[C:6]([CH:8]=[CH:9][C:10]=1[C:11]([F:14])([F:13])[F:12])[NH2:7].O.O.O.C([O-])(=O)C.[Na+].C(=O)(O)[O-].[Na+].S([O-])([O-])=O.[Na+].[Na+]. (5) Given the product [CH2:20]([O:19][CH2:18][C:13]1[N:14]([CH2:15][CH2:16][CH3:17])[C:10]2[C:9]3[CH:8]=[CH:7][C:6]([O:22][N:3]4[CH2:4][CH2:9][CH2:10][CH2:11][CH2:2]4)=[CH:5][C:4]=3[N:3]=[C:2]([NH2:1])[C:11]=2[N:12]=1)[CH3:21], predict the reactants needed to synthesize it. The reactants are: [NH2:1][C:2]1[C:11]2[N:12]=[C:13]([CH2:18][O:19][CH2:20][CH3:21])[N:14]([CH2:15][CH2:16][CH3:17])[C:10]=2[C:9]2[CH:8]=[CH:7][C:6]([O:22]C3CCN(C(OC(C)(C)C)=O)CC3)=[CH:5][C:4]=2[N:3]=1. (6) Given the product [F:15][C:16]1[CH:17]=[C:18]([CH:19]=[CH:20][CH:21]=1)[O:22][C:2]1[N:7]=[N:6][C:5]([NH2:8])=[N:4][C:3]=1[C:9]1[CH:14]=[CH:13][CH:12]=[CH:11][CH:10]=1, predict the reactants needed to synthesize it. The reactants are: Br[C:2]1[N:7]=[N:6][C:5]([NH2:8])=[N:4][C:3]=1[C:9]1[CH:14]=[CH:13][CH:12]=[CH:11][CH:10]=1.[F:15][C:16]1[CH:17]=[C:18]([OH:22])[CH:19]=[CH:20][CH:21]=1. (7) Given the product [C:1]([Si:5]([O:6][C@H:7]1[CH2:8][CH2:9][C@H:10]([N:13]=[C:23]=[O:24])[CH2:11][CH2:12]1)([CH3:15])[CH3:14])([CH3:4])([CH3:3])[CH3:2], predict the reactants needed to synthesize it. The reactants are: [C:1]([Si:5]([CH3:15])([CH3:14])[O:6][C@H:7]1[CH2:12][CH2:11][C@H:10]([NH2:13])[CH2:9][CH2:8]1)([CH3:4])([CH3:3])[CH3:2].C(N(CC)CC)C.[C:23](Cl)(Cl)=[O:24].Cl.